Dataset: Full USPTO retrosynthesis dataset with 1.9M reactions from patents (1976-2016). Task: Predict the reactants needed to synthesize the given product. (1) Given the product [F:1][C:2]1([F:14])[CH2:13][CH2:12][C:5](=[O:17])[CH2:4][CH2:3]1, predict the reactants needed to synthesize it. The reactants are: [F:1][C:2]1([F:14])[CH2:13][CH2:12][C:5]2(C(=O)CCC2=O)[CH2:4][CH2:3]1.CC(C)=[O:17]. (2) Given the product [C:1]([O:5][C:6]([N:8]1[CH2:13][CH2:12][O:11][CH:10]([CH2:14][O:15][S:17]([CH3:16])(=[O:19])=[O:18])[CH2:9]1)=[O:7])([CH3:4])([CH3:3])[CH3:2], predict the reactants needed to synthesize it. The reactants are: [C:1]([O:5][C:6]([N:8]1[CH2:13][CH2:12][O:11][CH:10]([CH2:14][OH:15])[CH2:9]1)=[O:7])([CH3:4])([CH3:3])[CH3:2].[CH3:16][S:17](Cl)(=[O:19])=[O:18].C(N(CC)CC)C. (3) Given the product [C:25]([O:24][C:22](=[O:23])[CH2:21][N:10]1[C:11]2[CH:16]=[CH:15][CH:14]=[CH:13][C:12]=2[N:8]([CH2:1][C:2]2[CH:3]=[CH:4][CH:5]=[CH:6][CH:7]=2)[C:9]1=[O:17])([CH3:28])([CH3:27])[CH3:26], predict the reactants needed to synthesize it. The reactants are: [CH2:1]([N:8]1[C:12]2[CH:13]=[CH:14][CH:15]=[CH:16][C:11]=2[NH:10][C:9]1=[O:17])[C:2]1[CH:7]=[CH:6][CH:5]=[CH:4][CH:3]=1.[H-].[Na+].Br[CH2:21][C:22]([O:24][C:25]([CH3:28])([CH3:27])[CH3:26])=[O:23].O. (4) The reactants are: [CH3:1][Si:2]([C:5]#[CH:6])([CH3:4])[CH3:3].[Li]CCCC.CCCCCC.[CH3:18][O:19][B:20](OC)[O:21][CH3:22]. Given the product [CH3:18][O:19][B:20]([C:6]#[C:5][Si:2]([CH3:4])([CH3:3])[CH3:1])[O:21][CH3:22], predict the reactants needed to synthesize it. (5) Given the product [NH2:39][C:37]1[N:36]=[CH:35][N:34]=[C:33]2[N:32]([C@@H:40]3[CH2:44][CH2:43][N:42]([C:1](=[O:10])/[CH:2]=[CH:3]/[C:4]4[CH:9]=[CH:8][CH:7]=[CH:6][CH:5]=4)[CH2:41]3)[N:31]=[C:30]([C:14]3[CH:15]=[CH:16][C:17]([O:19][C:20]4[C:25]([F:26])=[C:24]([F:27])[CH:23]=[C:22]([F:28])[C:21]=4[F:29])=[CH:18][C:13]=3[F:12])[C:38]=12.[ClH:11], predict the reactants needed to synthesize it. The reactants are: [C:1]([Cl:11])(=[O:10])[CH:2]=[CH:3][C:4]1[CH:9]=[CH:8][CH:7]=[CH:6][CH:5]=1.[F:12][C:13]1[CH:18]=[C:17]([O:19][C:20]2[C:25]([F:26])=[C:24]([F:27])[CH:23]=[C:22]([F:28])[C:21]=2[F:29])[CH:16]=[CH:15][C:14]=1[C:30]1[C:38]2[C:33](=[N:34][CH:35]=[N:36][C:37]=2[NH2:39])[N:32]([C@@H:40]2[CH2:44][CH2:43][NH:42][CH2:41]2)[N:31]=1.C(#N)C.O. (6) The reactants are: Cl.[NH2:2][CH2:3][C:4]1[CH:12]=[CH:11][CH:10]=[C:9]2[C:5]=1[CH2:6][N:7]([CH:14]1[CH2:19][CH2:18][C:17](=[O:20])[NH:16][C:15]1=[O:21])[C:8]2=[O:13].[C:22]([C:24]1[CH:25]=[C:26]([CH:30]=[CH:31][CH:32]=1)[C:27](Cl)=[O:28])#[N:23].C(N(CC)CC)C. Given the product [C:22]([C:24]1[CH:25]=[C:26]([CH:30]=[CH:31][CH:32]=1)[C:27]([NH:2][CH2:3][C:4]1[CH:12]=[CH:11][CH:10]=[C:9]2[C:5]=1[CH2:6][N:7]([CH:14]1[CH2:19][CH2:18][C:17](=[O:20])[NH:16][C:15]1=[O:21])[C:8]2=[O:13])=[O:28])#[N:23], predict the reactants needed to synthesize it. (7) Given the product [C:36]([CH2:35][CH2:34][C:10]1[C:11]([CH2:15][CH2:16][CH2:17][CH2:18][CH2:19][CH2:20][O:21][C:22]2[CH:23]=[C:24]([C:46]3[CH:47]=[CH:48][C:43]([F:42])=[CH:44][CH:45]=3)[CH:25]=[C:26]([C:28](=[O:32])[N:29]([CH3:30])[CH3:31])[CH:27]=2)=[CH:12][CH:13]=[CH:14][C:9]=1[O:8][CH2:7][CH2:6][CH2:5][C:4]([OH:41])=[O:3])([OH:38])=[O:37], predict the reactants needed to synthesize it. The reactants are: C([O:3][C:4](=[O:41])[CH2:5][CH2:6][CH2:7][O:8][C:9]1[CH:14]=[CH:13][CH:12]=[C:11]([CH2:15][CH2:16][CH2:17][CH2:18][CH2:19][CH2:20][O:21][C:22]2[CH:27]=[C:26]([C:28](=[O:32])[N:29]([CH3:31])[CH3:30])[CH:25]=[C:24](Br)[CH:23]=2)[C:10]=1[CH2:34][CH2:35][C:36]([O:38]CC)=[O:37])C.[F:42][C:43]1[CH:48]=[CH:47][C:46](B(O)O)=[CH:45][CH:44]=1.